This data is from M1 muscarinic receptor antagonist screen with 61,756 compounds. The task is: Binary Classification. Given a drug SMILES string, predict its activity (active/inactive) in a high-throughput screening assay against a specified biological target. (1) The compound is S(=O)(=O)(N1CC(CCC1)C(=O)NCCc1ccc(cc1)C)c1c(onc1C)C. The result is 0 (inactive). (2) The compound is S(CC(=O)c1cc2OCCOc2cc1)c1nc(N)c(cn1)C(OCC)=O. The result is 0 (inactive).